Dataset: Full USPTO retrosynthesis dataset with 1.9M reactions from patents (1976-2016). Task: Predict the reactants needed to synthesize the given product. Given the product [CH2:1]([O:3][C:4](=[O:16])[CH2:5][N:6]1[C:14]2[C:9](=[CH:10][C:11]([O:15][CH2:30][CH2:29][CH2:28][C:27]#[C:26][C:23]3[CH:24]=[CH:25][C:20]([O:19][C:18]([F:17])([F:32])[F:33])=[CH:21][CH:22]=3)=[CH:12][CH:13]=2)[CH:8]=[CH:7]1)[CH3:2], predict the reactants needed to synthesize it. The reactants are: [CH2:1]([O:3][C:4](=[O:16])[CH2:5][N:6]1[C:14]2[C:9](=[CH:10][C:11]([OH:15])=[CH:12][CH:13]=2)[CH:8]=[CH:7]1)[CH3:2].[F:17][C:18]([F:33])([F:32])[O:19][C:20]1[CH:25]=[CH:24][C:23]([C:26]#[C:27][CH2:28][CH2:29][CH2:30]O)=[CH:22][CH:21]=1.CN(C)C(N=NC(N(C)C)=O)=O.C(P(CCCC)CCCC)CCC.